From a dataset of Full USPTO retrosynthesis dataset with 1.9M reactions from patents (1976-2016). Predict the reactants needed to synthesize the given product. (1) The reactants are: [Cl:1][C:2]1[CH:18]=[CH:17][C:5]2[CH2:6][CH2:7][N:8]([C:11](=[O:16])[C:12]([F:15])([F:14])[F:13])[CH2:9][CH2:10][C:4]=2[C:3]=1OS(C(F)(F)F)(=O)=O.[F:27][C:28]([F:42])([F:41])[CH2:29][NH:30][CH2:31][C:32]1[CH:33]=[C:34](B(O)O)[CH:35]=[CH:36][CH:37]=1.C(=O)([O-])[O-].[Na+].[Na+]. Given the product [Cl:1][C:2]1[CH:18]=[CH:17][C:5]2[CH2:6][CH2:7][N:8]([C:11](=[O:16])[C:12]([F:13])([F:15])[F:14])[CH2:9][CH2:10][C:4]=2[C:3]=1[C:34]1[CH:35]=[CH:36][CH:37]=[C:32]([CH2:31][NH:30][CH2:29][C:28]([F:42])([F:41])[F:27])[CH:33]=1, predict the reactants needed to synthesize it. (2) Given the product [C:1]([N:4]1[CH2:9][CH2:8][N:7]([C:10]2[N:15]=[C:14]([O:16][CH2:17][CH3:18])[C:13]([NH:19][C:20]([C:22]3[C:26]4[C:27](=[O:44])[N:28]([CH2:34][CH2:35][OH:36])[C:29]5([CH2:31][CH2:32][CH2:33]5)[CH2:30][C:25]=4[O:24][CH:23]=3)=[O:21])=[CH:12][CH:11]=2)[CH2:6][CH2:5]1)(=[O:3])[CH3:2], predict the reactants needed to synthesize it. The reactants are: [C:1]([N:4]1[CH2:9][CH2:8][N:7]([C:10]2[N:15]=[C:14]([O:16][CH2:17][CH3:18])[C:13]([NH:19][C:20]([C:22]3[C:26]4[C:27](=[O:44])[N:28]([CH2:34][CH2:35][O:36]CC5C=CC=CC=5)[C:29]5([CH2:33][CH2:32][CH2:31]5)[CH2:30][C:25]=4[O:24][CH:23]=3)=[O:21])=[CH:12][CH:11]=2)[CH2:6][CH2:5]1)(=[O:3])[CH3:2].C(N1CCN(C2N=C(OCC)C(NC(C3C4C(=O)N(CCOCC5C=CC=CC=5)CCC=4OC=3)=O)=CC=2)CC1)(=O)C. (3) Given the product [CH:21]([C:20]1[NH:28][N:27]=[C:1]([C:4]2[CH:9]=[CH:8][CH:7]=[CH:6][CH:5]=2)[CH:2]=1)([CH3:22])[CH3:23], predict the reactants needed to synthesize it. The reactants are: [C:1]([C:4]1[CH:9]=[CH:8][CH:7]=[CH:6][CH:5]=1)(=O)[CH3:2].[Li+].C[Si]([N-][Si](C)(C)C)(C)C.[C:20](Cl)(=O)[CH:21]([CH3:23])[CH3:22].O.[NH2:27][NH2:28].